Task: Predict which catalyst facilitates the given reaction.. Dataset: Catalyst prediction with 721,799 reactions and 888 catalyst types from USPTO (1) Reactant: [F:1][C:2](Br)([F:14])[C:3]1[C:8]([F:9])=[C:7]([F:10])[C:6]([F:11])=[C:5]([F:12])[C:4]=1[F:13].[P:16]([O:23]CC)([O:20][CH2:21][CH3:22])[O:17][CH2:18][CH3:19]. Product: [F:1][C:2]([F:14])([P:16](=[O:23])([O:20][CH2:21][CH3:22])[O:17][CH2:18][CH3:19])[C:3]1[C:8]([F:9])=[C:7]([F:10])[C:6]([F:11])=[C:5]([F:12])[C:4]=1[F:13]. The catalyst class is: 12. (2) Reactant: [CH2:1]([S:3][C:4](=[O:8])[O:5][CH2:6]Cl)[CH3:2].[C:9]([O-:14])(=[O:13])[CH:10]([CH3:12])[CH3:11].[Cs+]. Product: [CH2:1]([S:3][C:4]([O:5][CH2:6][O:14][C:9](=[O:13])[CH:10]([CH3:12])[CH3:11])=[O:8])[CH3:2]. The catalyst class is: 3. (3) Reactant: [Cl:1][C:2]1[CH:3]=[C:4]([N:9]2[CH2:14][CH2:13][N:12]([C:15]([C:17]3[C:18]([C:23]4[CH:28]=[CH:27][CH:26]=[CH:25][C:24]=4[O:29][C:30]([F:33])([F:32])[F:31])=[N:19][O:20][C:21]=3[CH3:22])=[O:16])[CH2:11][CH2:10]2)[CH:5]=[CH:6][C:7]=1[Cl:8].C(O)C. The catalyst class is: 21. Product: [ClH:1].[Cl:1][C:2]1[CH:3]=[C:4]([N:9]2[CH2:14][CH2:13][N:12]([C:15]([C:17]3[C:18]([C:23]4[CH:28]=[CH:27][CH:26]=[CH:25][C:24]=4[O:29][C:30]([F:33])([F:32])[F:31])=[N:19][O:20][C:21]=3[CH3:22])=[O:16])[CH2:11][CH2:10]2)[CH:5]=[CH:6][C:7]=1[Cl:8]. (4) Reactant: [C:1]([O:5][C:6]([NH:8][CH2:9][C@H:10]1[CH2:15][CH2:14][C@H:13]([C:16]([NH:18][C@H:19]([C:37](=[O:58])[NH:38][C:39]2[CH:44]=[CH:43][C:42]([C:45]3[NH:49][N:48]=[C:47]([C:50]([F:57])([F:56])[C:51]([F:55])([F:54])[CH2:52][OH:53])[N:46]=3)=[CH:41][CH:40]=2)[CH2:20][C:21]2[CH:26]=[CH:25][C:24]([C:27]3[CH:32]=[CH:31][C:30]([C:33](O)=[O:34])=[CH:29][C:28]=3[CH3:36])=[CH:23][CH:22]=2)=[O:17])[CH2:12][CH2:11]1)=[O:7])([CH3:4])([CH3:3])[CH3:2].[CH3:59][N:60]1[CH2:65][CH2:64][CH:63]([NH2:66])[CH2:62][CH2:61]1.C(N(CC)C(C)C)(C)C.F[P-](F)(F)(F)(F)F.CN(C(ON1C2=NC=CC=C2N=N1)=[N+](C)C)C. Product: [CH3:36][C:28]1[CH:29]=[C:30]([C:33](=[O:34])[NH:66][CH:63]2[CH2:64][CH2:65][N:60]([CH3:59])[CH2:61][CH2:62]2)[CH:31]=[CH:32][C:27]=1[C:24]1[CH:25]=[CH:26][C:21]([CH2:20][C@H:19]([NH:18][C:16]([C@H:13]2[CH2:14][CH2:15][C@H:10]([CH2:9][NH:8][C:6](=[O:7])[O:5][C:1]([CH3:3])([CH3:4])[CH3:2])[CH2:11][CH2:12]2)=[O:17])[C:37](=[O:58])[NH:38][C:39]2[CH:40]=[CH:41][C:42]([C:45]3[NH:49][N:48]=[C:47]([C:50]([F:56])([F:57])[C:51]([F:54])([F:55])[CH2:52][OH:53])[N:46]=3)=[CH:43][CH:44]=2)=[CH:22][CH:23]=1. The catalyst class is: 9. (5) Reactant: [Cl:1][C:2]1[CH:31]=[CH:30][C:5]([CH2:6][C:7]23[CH2:19][CH2:18][C:17](=[O:20])[C:16]([C:21]4[CH:26]=[CH:25][C:24]([OH:27])=[CH:23][CH:22]=4)=[C:15]2[C:14]2[C:9](=[CH:10][C:11]([O:28][CH3:29])=[CH:12][CH:13]=2)[CH2:8]3)=[CH:4][CH:3]=1.C1(P(C2C=CC=CC=2)C2C=CC=CC=2)C=CC=CC=1.[N:51]1([CH2:57][CH2:58]O)[CH2:56][CH2:55][CH2:54][CH2:53][CH2:52]1.C(OC(N=NC(OC(C)C)=O)=O)(C)C. Product: [Cl:1][C:2]1[CH:3]=[CH:4][C:5]([CH2:6][C:7]23[CH2:19][CH2:18][C:17](=[O:20])[C:16]([C:21]4[CH:26]=[CH:25][C:24]([O:27][CH2:58][CH2:57][N:51]5[CH2:56][CH2:55][CH2:54][CH2:53][CH2:52]5)=[CH:23][CH:22]=4)=[C:15]2[C:14]2[C:9](=[CH:10][C:11]([O:28][CH3:29])=[CH:12][CH:13]=2)[CH2:8]3)=[CH:30][CH:31]=1. The catalyst class is: 7.